From a dataset of Full USPTO retrosynthesis dataset with 1.9M reactions from patents (1976-2016). Predict the reactants needed to synthesize the given product. Given the product [Cl:1][C:2]1[CH:8]=[CH:7][C:5]([NH:6][C:30](=[O:31])[C:29]2[CH:33]=[CH:34][C:26]([N:21]3[CH:25]=[CH:24][CH:23]=[CH:22]3)=[CH:27][CH:28]=2)=[C:4]([N:9]2[CH2:14][CH2:13][N:12]([CH2:15][CH2:16][C:17]([F:19])([F:18])[F:20])[CH2:11][CH2:10]2)[CH:3]=1, predict the reactants needed to synthesize it. The reactants are: [Cl:1][C:2]1[CH:8]=[CH:7][C:5]([NH2:6])=[C:4]([N:9]2[CH2:14][CH2:13][N:12]([CH2:15][CH2:16][C:17]([F:20])([F:19])[F:18])[CH2:11][CH2:10]2)[CH:3]=1.[N:21]1([C:26]2[CH:34]=[CH:33][C:29]([C:30](O)=[O:31])=[CH:28][CH:27]=2)[CH:25]=[CH:24][CH:23]=[CH:22]1.